Dataset: Full USPTO retrosynthesis dataset with 1.9M reactions from patents (1976-2016). Task: Predict the reactants needed to synthesize the given product. Given the product [CH2:43]([S:42][CH2:41][C:32]1[C:31]2[C:36](=[CH:37][CH:38]=[C:29]([C:27]3[CH:26]=[CH:25][S:14][CH:28]=3)[CH:30]=2)[NH:35][C:34]([CH3:39])([CH3:40])[CH:33]=1)[CH:44]=[CH2:45], predict the reactants needed to synthesize it. The reactants are: CC1(C)C=C(C)C2C(=CC=C(O[S:14](C(F)(F)F)(=O)=O)C=2)N1.FC1C=[CH:25][C:26](OC)=[C:27]([C:29]2[CH:30]=[C:31]3[C:36](=[CH:37][CH:38]=2)[NH:35][C:34]([CH3:40])([CH3:39])[CH:33]=[C:32]3[CH2:41][S:42][CH2:43][CH2:44][C:45]2C=CC=CC=2)[CH:28]=1.FC1C=CC(OC)=C(B(O)O)C=1.C1(CCS)C=CC=CC=1.